From a dataset of Forward reaction prediction with 1.9M reactions from USPTO patents (1976-2016). Predict the product of the given reaction. The product is: [CH:1]1([S:4]([C:7]2[CH:12]=[CH:11][C:10]([CH:13]([C:21]3[NH:25][C:24]([C:26]4[S:30][C:29]([CH:31]([OH:32])[CH3:33])=[N:28][N:27]=4)=[CH:23][CH:22]=3)[CH2:14][CH:15]3[CH2:16][CH2:17][O:18][CH2:19][CH2:20]3)=[CH:9][CH:8]=2)(=[O:5])=[O:6])[CH2:3][CH2:2]1. Given the reactants [CH:1]1([S:4]([C:7]2[CH:12]=[CH:11][C:10]([CH:13]([C:21]3[NH:25][C:24]([C:26]4[S:30][C:29]([CH:31]=[O:32])=[N:28][N:27]=4)=[CH:23][CH:22]=3)[CH2:14][CH:15]3[CH2:20][CH2:19][O:18][CH2:17][CH2:16]3)=[CH:9][CH:8]=2)(=[O:6])=[O:5])[CH2:3][CH2:2]1.[CH3:33][Mg]Br.[Cl-].[NH4+], predict the reaction product.